Dataset: Reaction yield outcomes from USPTO patents with 853,638 reactions. Task: Predict the reaction yield, written as a fraction of the theoretical maximum amount of product (1.0 means a 100% yield; for example, 0.34 means a 34% yield). No catalyst specified. The product is [Cl:1][C:2]1[CH:7]=[CH:6][N:5]=[C:4]2[NH:8][C:9]([CH3:11])=[CH:10][C:3]=12. The reactants are [Cl:1][C:2]1[CH:7]=[CH:6][N:5]=[C:4]2[N:8](COCC[Si](C)(C)C)[C:9]([CH3:11])=[CH:10][C:3]=12.CCCC[N+](CCCC)(CCCC)CCCC.[F-]. The yield is 0.600.